Dataset: Catalyst prediction with 721,799 reactions and 888 catalyst types from USPTO. Task: Predict which catalyst facilitates the given reaction. (1) Reactant: [CH3:1][Mg+].[Br-].[Br:4][C:5]1[CH:6]=[CH:7][C:8]([Cl:17])=[C:9]([CH:16]=1)[C:10](N(OC)C)=[O:11].O. Product: [Br:4][C:5]1[CH:6]=[CH:7][C:8]([Cl:17])=[C:9]([C:10](=[O:11])[CH3:1])[CH:16]=1. The catalyst class is: 1. (2) Reactant: C(OC([N:8]1[CH2:16][C:15]2[C:10](=[CH:11][CH:12]=[CH:13][C:14]=2[N:17]([CH2:24][C:25](=[O:39])[N:26]([CH2:32][C:33]2[CH:38]=[CH:37][CH:36]=[CH:35][CH:34]=2)[CH2:27][CH2:28][N:29]([CH3:31])[CH3:30])[C:18](=[O:23])[C:19]([F:22])([F:21])[F:20])[CH2:9]1)=O)(C)(C)C.[ClH:40].CCOC(C)=O. Product: [ClH:40].[ClH:40].[CH2:32]([N:26]([CH2:27][CH2:28][N:29]([CH3:31])[CH3:30])[C:25]([CH2:24][N:17]([C:14]1[CH:13]=[CH:12][CH:11]=[C:10]2[C:15]=1[CH2:16][NH:8][CH2:9]2)[C:18](=[O:23])[C:19]([F:20])([F:21])[F:22])=[O:39])[C:33]1[CH:38]=[CH:37][CH:36]=[CH:35][CH:34]=1. The catalyst class is: 12. (3) Reactant: [CH:1]1([NH:4][C:5]([C:7]2[CH:12]=[CH:11][C:10]([N:13]3[CH2:18][CH2:17][N:16](C(OC(C)(C)C)=O)[CH2:15][CH2:14]3)=[C:9]([CH3:26])[CH:8]=2)=[O:6])[CH2:3][CH2:2]1.Cl. Product: [CH:1]1([NH:4][C:5](=[O:6])[C:7]2[CH:12]=[CH:11][C:10]([N:13]3[CH2:14][CH2:15][NH:16][CH2:17][CH2:18]3)=[C:9]([CH3:26])[CH:8]=2)[CH2:3][CH2:2]1. The catalyst class is: 440. (4) Reactant: [CH2:1]([C:8]1[CH:9]=[N:10][C:11]2[C:16]([C:17]=1[C:18]1[CH:19]=[C:20]([NH2:24])[CH:21]=[CH:22][CH:23]=1)=[CH:15][CH:14]=[CH:13][C:12]=2[C:25]([F:28])([F:27])[F:26])[C:2]1[CH:7]=[CH:6][CH:5]=[CH:4][CH:3]=1.[OH:29][C:30]1[CH:37]=[CH:36][C:33]([CH:34]=O)=[CH:32][C:31]=1[O:38][CH3:39].[BH-](OC(C)=O)(OC(C)=O)OC(C)=O.[Na+].C(O)(=O)C. Product: [CH2:1]([C:8]1[CH:9]=[N:10][C:11]2[C:16]([C:17]=1[C:18]1[CH:19]=[C:20]([NH:24][CH2:34][C:33]3[CH:36]=[CH:37][C:30]([OH:29])=[C:31]([O:38][CH3:39])[CH:32]=3)[CH:21]=[CH:22][CH:23]=1)=[CH:15][CH:14]=[CH:13][C:12]=2[C:25]([F:28])([F:26])[F:27])[C:2]1[CH:3]=[CH:4][CH:5]=[CH:6][CH:7]=1. The catalyst class is: 1.